Dataset: NCI-60 drug combinations with 297,098 pairs across 59 cell lines. Task: Regression. Given two drug SMILES strings and cell line genomic features, predict the synergy score measuring deviation from expected non-interaction effect. (1) Drug 1: COC1=C(C=C2C(=C1)N=CN=C2NC3=CC(=C(C=C3)F)Cl)OCCCN4CCOCC4. Drug 2: C1CC(=O)NC(=O)C1N2C(=O)C3=CC=CC=C3C2=O. Cell line: HCC-2998. Synergy scores: CSS=10.3, Synergy_ZIP=2.69, Synergy_Bliss=4.15, Synergy_Loewe=-0.386, Synergy_HSA=3.44. (2) Drug 1: CC1C(C(CC(O1)OC2CC(OC(C2O)C)OC3=CC4=CC5=C(C(=O)C(C(C5)C(C(=O)C(C(C)O)O)OC)OC6CC(C(C(O6)C)O)OC7CC(C(C(O7)C)O)OC8CC(C(C(O8)C)O)(C)O)C(=C4C(=C3C)O)O)O)O. Drug 2: CC1=C(C=C(C=C1)C(=O)NC2=CC(=CC(=C2)C(F)(F)F)N3C=C(N=C3)C)NC4=NC=CC(=N4)C5=CN=CC=C5. Cell line: OVCAR-4. Synergy scores: CSS=5.53, Synergy_ZIP=0.821, Synergy_Bliss=-0.00360, Synergy_Loewe=-2.09, Synergy_HSA=-1.38. (3) Drug 1: C1CN(CCN1C(=O)CCBr)C(=O)CCBr. Drug 2: CC1C(C(CC(O1)OC2CC(CC3=C2C(=C4C(=C3O)C(=O)C5=C(C4=O)C(=CC=C5)OC)O)(C(=O)CO)O)N)O.Cl. Cell line: UACC-257. Synergy scores: CSS=38.4, Synergy_ZIP=-3.89, Synergy_Bliss=-4.25, Synergy_Loewe=-25.4, Synergy_HSA=-1.43. (4) Synergy scores: CSS=45.8, Synergy_ZIP=-1.73, Synergy_Bliss=1.13, Synergy_Loewe=-0.593, Synergy_HSA=2.15. Cell line: HOP-92. Drug 1: CC1C(C(CC(O1)OC2CC(OC(C2O)C)OC3=CC4=CC5=C(C(=O)C(C(C5)C(C(=O)C(C(C)O)O)OC)OC6CC(C(C(O6)C)O)OC7CC(C(C(O7)C)O)OC8CC(C(C(O8)C)O)(C)O)C(=C4C(=C3C)O)O)O)O. Drug 2: CC1C(C(CC(O1)OC2CC(CC3=C2C(=C4C(=C3O)C(=O)C5=C(C4=O)C(=CC=C5)OC)O)(C(=O)CO)O)N)O.Cl. (5) Drug 1: CC(CN1CC(=O)NC(=O)C1)N2CC(=O)NC(=O)C2. Drug 2: C1=C(C(=O)NC(=O)N1)F. Cell line: NCI/ADR-RES. Synergy scores: CSS=32.0, Synergy_ZIP=-9.13, Synergy_Bliss=-6.69, Synergy_Loewe=-14.6, Synergy_HSA=-5.57. (6) Synergy scores: CSS=39.3, Synergy_ZIP=-6.97, Synergy_Bliss=-11.8, Synergy_Loewe=-8.89, Synergy_HSA=-7.20. Cell line: MDA-MB-231. Drug 1: CC1=C2C(C(=O)C3(C(CC4C(C3C(C(C2(C)C)(CC1OC(=O)C(C(C5=CC=CC=C5)NC(=O)OC(C)(C)C)O)O)OC(=O)C6=CC=CC=C6)(CO4)OC(=O)C)OC)C)OC. Drug 2: CC1C(C(CC(O1)OC2CC(CC3=C2C(=C4C(=C3O)C(=O)C5=C(C4=O)C(=CC=C5)OC)O)(C(=O)CO)O)N)O.Cl. (7) Drug 1: CN(CCCl)CCCl.Cl. Drug 2: CCN(CC)CCCC(C)NC1=C2C=C(C=CC2=NC3=C1C=CC(=C3)Cl)OC. Cell line: NCI-H460. Synergy scores: CSS=41.5, Synergy_ZIP=-0.935, Synergy_Bliss=-0.729, Synergy_Loewe=-21.8, Synergy_HSA=-1.07.